This data is from Catalyst prediction with 721,799 reactions and 888 catalyst types from USPTO. The task is: Predict which catalyst facilitates the given reaction. (1) Reactant: [F:1][C:2]1[CH:3]=[C:4]([CH:20]=[CH:21][C:22]=1[F:23])[C:5]([N:7]1[CH:16](C(O)=O)[CH2:15][C:14]2[C:9](=[CH:10][CH:11]=[CH:12][CH:13]=2)[CH2:8]1)=O.[C:24]([C:30]([O:32][CH3:33])=[O:31])#[C:25][C:26]([O:28][CH3:29])=[O:27]. Product: [CH3:29][O:28][C:26]([C:25]1[C:24]([C:30]([O:32][CH3:33])=[O:31])=[C:5]([C:4]2[CH:20]=[CH:21][C:22]([F:23])=[C:2]([F:1])[CH:3]=2)[N:7]2[C:16]=1[CH2:15][C:14]1[CH:13]=[CH:12][CH:11]=[CH:10][C:9]=1[CH2:8]2)=[O:27]. The catalyst class is: 152. (2) Reactant: [F:1][C:2]1[CH:24]=[CH:23][CH:22]=[CH:21][C:3]=1[O:4][C:5]1[C:18](=[O:19])[N:17]([CH3:20])[C:8]2[N:9]=[C:10](S(C)(=O)=O)[N:11]=[CH:12][C:7]=2[CH:6]=1.[NH2:25][CH2:26][CH2:27][NH:28][C:29](=[O:31])[CH3:30]. Product: [F:1][C:2]1[CH:24]=[CH:23][CH:22]=[CH:21][C:3]=1[O:4][C:5]1[C:18](=[O:19])[N:17]([CH3:20])[C:8]2[N:9]=[C:10]([NH:25][CH2:26][CH2:27][NH:28][C:29](=[O:31])[CH3:30])[N:11]=[CH:12][C:7]=2[CH:6]=1. The catalyst class is: 22. (3) Reactant: [H-].[Na+].[F:3][C:4]1[CH:9]=[CH:8][C:7]([C:10]2[N:14]=[N:13][N:12]([CH3:15])[C:11]=2[CH2:16][OH:17])=[CH:6][CH:5]=1.Cl[C:19]1[N:20]=[CH:21][C:22]([C:25]([O:27][CH3:28])=[O:26])=[N:23][CH:24]=1. Product: [CH3:28][O:27][C:25]([C:22]1[CH:21]=[N:20][C:19]([O:17][CH2:16][C:11]2[N:12]([CH3:15])[N:13]=[N:14][C:10]=2[C:7]2[CH:6]=[CH:5][C:4]([F:3])=[CH:9][CH:8]=2)=[CH:24][N:23]=1)=[O:26]. The catalyst class is: 1. (4) Reactant: CC(OI1(OC(C)=O)(OC(C)=O)OC(=O)C2C=CC=CC1=2)=O.[C:23]([O:27][C:28]([NH:30][CH:31]([CH2:34][O:35][Si:36]([C:49]([CH3:52])([CH3:51])[CH3:50])([C:43]1[CH:48]=[CH:47][CH:46]=[CH:45][CH:44]=1)[C:37]1[CH:42]=[CH:41][CH:40]=[CH:39][CH:38]=1)[CH2:32][OH:33])=[O:29])([CH3:26])([CH3:25])[CH3:24].C(=O)(O)[O-].[Na+].S([O-])([O-])=O.[Na+].[Na+]. Product: [C:23]([O:27][C:28]([NH:30][CH:31]([CH2:34][O:35][Si:36]([C:49]([CH3:52])([CH3:51])[CH3:50])([C:37]1[CH:38]=[CH:39][CH:40]=[CH:41][CH:42]=1)[C:43]1[CH:44]=[CH:45][CH:46]=[CH:47][CH:48]=1)[CH:32]=[O:33])=[O:29])([CH3:26])([CH3:24])[CH3:25]. The catalyst class is: 2. (5) Reactant: [CH3:1][C:2]1([CH3:35])[C:6](=[O:7])[C:5]([C:8]2[CH:13]=[CH:12][C:11]([O:14][CH2:15][C:16]3[CH:25]=[CH:24][C:23]4[C:18](=[CH:19][CH:20]=[CH:21][CH:22]=4)[N:17]=3)=[CH:10][CH:9]=2)=[C:4]([C:26]2[CH:31]=[CH:30][C:29]([N+:32]([O-])=O)=[CH:28][CH:27]=2)[O:3]1.CC(O)=O. Product: [NH2:32][C:29]1[CH:30]=[CH:31][C:26]([C:4]2[O:3][C:2]([CH3:1])([CH3:35])[C:6](=[O:7])[C:5]=2[C:8]2[CH:13]=[CH:12][C:11]([O:14][CH2:15][C:16]3[CH:25]=[CH:24][C:23]4[C:18](=[CH:19][CH:20]=[CH:21][CH:22]=4)[N:17]=3)=[CH:10][CH:9]=2)=[CH:27][CH:28]=1. The catalyst class is: 186. (6) Reactant: [C:1]([O:5][C:6]([N:8]1[CH2:17][CH2:16][C:11]2([CH2:14][CH:13]([OH:15])[CH2:12]2)[CH2:10][CH2:9]1)=[O:7])([CH3:4])([CH3:3])[CH3:2].[CH3:18][S:19](Cl)(=[O:21])=[O:20]. Product: [C:1]([O:5][C:6]([N:8]1[CH2:9][CH2:10][C:11]2([CH2:12][CH:13]([O:15][S:19]([CH3:18])(=[O:21])=[O:20])[CH2:14]2)[CH2:16][CH2:17]1)=[O:7])([CH3:4])([CH3:2])[CH3:3]. The catalyst class is: 571. (7) Reactant: [C:1]([O:5][C:6]([N:8]1[CH2:11][CH:10]([C:12]2[C:21](Cl)=[N:20][C:19]3[C:14](=[CH:15][CH:16]=[CH:17][CH:18]=3)[N:13]=2)[CH2:9]1)=[O:7])([CH3:4])([CH3:3])[CH3:2].[NH:23]1[CH2:28][CH2:27][CH:26]([CH2:29][OH:30])[CH2:25][CH2:24]1.CCN(CC)CC. Product: [C:1]([O:5][C:6]([N:8]1[CH2:11][CH:10]([C:12]2[C:21]([N:23]3[CH2:28][CH2:27][CH:26]([CH2:29][OH:30])[CH2:25][CH2:24]3)=[N:20][C:19]3[C:14](=[CH:15][CH:16]=[CH:17][CH:18]=3)[N:13]=2)[CH2:9]1)=[O:7])([CH3:4])([CH3:3])[CH3:2]. The catalyst class is: 58. (8) Reactant: [NH:1]1[CH2:6][CH2:5][CH2:4][CH2:3][CH2:2]1.[Br:7][CH2:8][CH2:9][CH2:10]Br.C(=O)([O-])[O-].[Na+].[Na+]. Product: [Br:7][CH2:8][CH2:9][CH2:10][N:1]1[CH2:6][CH2:5][CH2:4][CH2:3][CH2:2]1. The catalyst class is: 6. (9) Reactant: [F:1][C:2]1[C:7]2[C:8]([C:18]([NH:20][CH3:21])=[O:19])=[C:9]([C:11]3[CH:16]=[CH:15][C:14]([F:17])=[CH:13][CH:12]=3)[O:10][C:6]=2[CH:5]=[CH:4][C:3]=1[OH:22].C(N(CC)CC)C.[F:30][C:31]([F:50])([F:49])[S:32](N(C1C=CC=CC=1)[S:32]([C:31]([F:50])([F:49])[F:30])(=[O:34])=[O:33])(=[O:34])=[O:33]. Product: [F:30][C:31]([F:50])([F:49])[S:32]([O:22][C:3]1[CH:4]=[CH:5][C:6]2[O:10][C:9]([C:11]3[CH:12]=[CH:13][C:14]([F:17])=[CH:15][CH:16]=3)=[C:8]([C:18](=[O:19])[NH:20][CH3:21])[C:7]=2[C:2]=1[F:1])(=[O:34])=[O:33]. The catalyst class is: 2. (10) Reactant: [C:1]([Mg]Br)#[C:2][CH3:3].[OH:6][C:7]1[CH:23]=[CH:22][C:10]([CH:11]=[C:12]2[C:17](=[O:18])[O:16][C:15]([CH3:20])([CH3:19])[O:14][C:13]2=[O:21])=[CH:9][CH:8]=1.[Cl-].[NH4+].CCCCCC. Product: [OH:6][C:7]1[CH:8]=[CH:9][C:10]([CH:11]([CH:12]2[C:13](=[O:21])[O:14][C:15]([CH3:20])([CH3:19])[O:16][C:17]2=[O:18])[C:1]#[C:2][CH3:3])=[CH:22][CH:23]=1. The catalyst class is: 7.